This data is from Full USPTO retrosynthesis dataset with 1.9M reactions from patents (1976-2016). The task is: Predict the reactants needed to synthesize the given product. (1) Given the product [O:7]1[CH2:11][CH2:12][O:13][C:5]21[CH2:6][CH:1]1[CH2:9][CH2:8][CH:4]2[CH2:3][C:2]1=[O:10], predict the reactants needed to synthesize it. The reactants are: [CH:1]12[CH2:9][CH2:8][CH:4]([C:5](=[O:7])[CH2:6]1)[CH2:3][C:2]2=[O:10].[CH2:11](O)[CH2:12][OH:13].CC1C=CC(S(O)(=O)=O)=CC=1. (2) Given the product [CH2:1]([O:8][C@H:9]1[C@H:14]([O:15][CH2:16][C:17]2[CH:18]=[CH:19][CH:20]=[CH:21][CH:22]=2)[C@@H:13]([O:23][CH2:24][C:25]2[CH:30]=[CH:29][CH:28]=[CH:27][CH:26]=2)[C@@:12]([C:33]2[CH:38]=[CH:37][C:36]([CH3:39])=[C:35]([CH2:40][C:41]3[S:42][C:43]([C:46]4[CH:47]=[CH:48][C:49]([F:52])=[CH:50][CH:51]=4)=[CH:44][CH:45]=3)[CH:34]=2)([O:31][CH3:32])[O:11][C@:10]1([CH2:55][OH:56])[CH:53]=[O:54])[C:2]1[CH:3]=[CH:4][CH:5]=[CH:6][CH:7]=1, predict the reactants needed to synthesize it. The reactants are: [CH2:1]([O:8][C@H:9]1[C@H:14]([O:15][CH2:16][C:17]2[CH:22]=[CH:21][CH:20]=[CH:19][CH:18]=2)[C@@H:13]([O:23][CH2:24][C:25]2[CH:30]=[CH:29][CH:28]=[CH:27][CH:26]=2)[C@@:12]([C:33]2[CH:38]=[CH:37][C:36]([CH3:39])=[C:35]([CH2:40][C:41]3[S:42][C:43]([C:46]4[CH:51]=[CH:50][C:49]([F:52])=[CH:48][CH:47]=4)=[CH:44][CH:45]=3)[CH:34]=2)([O:31][CH3:32])[O:11][C@@H:10]1[CH:53]=[O:54])[C:2]1[CH:7]=[CH:6][CH:5]=[CH:4][CH:3]=1.[CH2:55]=[O:56].[OH-].[Na+]. (3) The reactants are: [CH3:1][N:2]1[CH:6]=[C:5]([NH:7][C:8]2[N:13]=[C:12]([NH:14][CH:15]3[CH2:24][CH2:23][C:18]4([CH2:22][NH:21][CH2:20][CH2:19]4)[CH2:17][CH2:16]3)[CH:11]=[CH:10][N:9]=2)[CH:4]=[N:3]1.[C:25]([CH2:27][C:28](O)=[O:29])#[N:26].CCN=C=NCCCN(C)C.C1C=NC2N(O)N=NC=2C=1. Given the product [CH3:1][N:2]1[CH:6]=[C:5]([NH:7][C:8]2[N:13]=[C:12]([NH:14][CH:15]3[CH2:24][CH2:23][C:18]4([CH2:22][N:21]([C:28](=[O:29])[CH2:27][C:25]#[N:26])[CH2:20][CH2:19]4)[CH2:17][CH2:16]3)[CH:11]=[CH:10][N:9]=2)[CH:4]=[N:3]1, predict the reactants needed to synthesize it. (4) The reactants are: [F:1][C:2]1[CH:3]=[C:4]2[C:8](=[CH:9][CH:10]=1)[NH:7][C:6](=[O:11])[C:5]2=[O:12].[H-].[Na+].Br[CH:16]([C:23]1[CH:28]=[CH:27][CH:26]=[CH:25][CH:24]=1)[C:17]1[CH:22]=[CH:21][CH:20]=[CH:19][CH:18]=1. Given the product [C:17]1([CH:16]([C:23]2[CH:24]=[CH:25][CH:26]=[CH:27][CH:28]=2)[N:7]2[C:8]3[C:4](=[CH:3][C:2]([F:1])=[CH:10][CH:9]=3)[C:5](=[O:12])[C:6]2=[O:11])[CH:22]=[CH:21][CH:20]=[CH:19][CH:18]=1, predict the reactants needed to synthesize it. (5) Given the product [NH2:52][C:49]1[CH:50]=[CH:51][C:46]([C:38]2[C:39]3[C:40](=[N:41][CH:42]=[N:43][C:44]=3[NH2:45])[N:36]([CH:33]([CH3:35])[CH3:34])[N:37]=2)=[CH:47][CH:48]=1, predict the reactants needed to synthesize it. The reactants are: [N+](C1C=CC(B(O)O)=CC=1)([O-])=O.IC1C2C(=NC=NC=2N)N(C(C)C)N=1.C(=O)([O-])[O-].[Na+].[Na+].[CH:33]([N:36]1[C:40]2=[N:41][CH:42]=[N:43][C:44]([NH2:45])=[C:39]2[C:38]([C:46]2[CH:51]=[CH:50][C:49]([N+:52]([O-])=O)=[CH:48][CH:47]=2)=[N:37]1)([CH3:35])[CH3:34]. (6) Given the product [NH2:8][CH2:9][CH2:10][NH:11][C@:12]12[CH2:47][CH2:46][C@@H:45]([C:48]([CH3:50])=[CH2:49])[C@@H:13]1[C@@H:14]1[C@@:27]([CH3:30])([CH2:28][CH2:29]2)[C@@:26]2([CH3:31])[C@@H:17]([C@:18]3([CH3:44])[C@@H:23]([CH2:24][CH2:25]2)[C:22]([CH3:33])([CH3:32])[C:21]([C:34]2[CH:35]=[CH:36][C:37]([C:38]([O:40][CH3:41])=[O:39])=[CH:42][CH:43]=2)=[CH:20][CH2:19]3)[CH2:16][CH2:15]1, predict the reactants needed to synthesize it. The reactants are: C(OC([NH:8][CH2:9][CH2:10][NH:11][C@:12]12[CH2:47][CH2:46][C@@H:45]([C:48]([CH3:50])=[CH2:49])[C@@H:13]1[C@@H:14]1[C@@:27]([CH3:30])([CH2:28][CH2:29]2)[C@@:26]2([CH3:31])[C@@H:17]([C@:18]3([CH3:44])[C@@H:23]([CH2:24][CH2:25]2)[C:22]([CH3:33])([CH3:32])[C:21]([C:34]2[CH:43]=[CH:42][C:37]([C:38]([O:40][CH3:41])=[O:39])=[CH:36][CH:35]=2)=[CH:20][CH2:19]3)[CH2:16][CH2:15]1)=O)(C)(C)C.Cl. (7) Given the product [CH3:1][C:2]1[C:3]([N:10]2[CH2:15][CH2:14][O:13][CH2:12][CH2:11]2)=[C:4]([CH2:5][N:19]2[CH2:18][CH2:17][N:16]([C:22]([O:24][C:25]([CH3:28])([CH3:27])[CH3:26])=[O:23])[CH2:21][CH2:20]2)[CH:7]=[CH:8][CH:9]=1, predict the reactants needed to synthesize it. The reactants are: [CH3:1][C:2]1[C:3]([N:10]2[CH2:15][CH2:14][O:13][CH2:12][CH2:11]2)=[C:4]([CH:7]=[CH:8][CH:9]=1)[CH:5]=O.[N:16]1([C:22]([O:24][C:25]([CH3:28])([CH3:27])[CH3:26])=[O:23])[CH2:21][CH2:20][NH:19][CH2:18][CH2:17]1.C(O[BH-](OC(=O)C)OC(=O)C)(=O)C.[Na+]. (8) Given the product [Cl:1][C:2]1[C:7]([CH2:8][N:9]2[CH2:14][CH2:13][NH:12][C:11]3[N:15]=[CH:16][C:17]([C:19]4[CH:27]=[CH:26][C:22]([C:23]([N:36]5[CH2:37][CH2:38][CH:33]([N:28]6[CH2:32][CH2:31][CH2:30][CH2:29]6)[CH2:34][CH2:35]5)=[O:25])=[CH:21][CH:20]=4)=[CH:18][C:10]2=3)=[CH:6][CH:5]=[CH:4][N:3]=1, predict the reactants needed to synthesize it. The reactants are: [Cl:1][C:2]1[C:7]([CH2:8][N:9]2[CH2:14][CH2:13][NH:12][C:11]3[N:15]=[CH:16][C:17]([C:19]4[CH:27]=[CH:26][C:22]([C:23]([OH:25])=O)=[CH:21][CH:20]=4)=[CH:18][C:10]2=3)=[CH:6][CH:5]=[CH:4][N:3]=1.[N:28]1([CH:33]2[CH2:38][CH2:37][NH:36][CH2:35][CH2:34]2)[CH2:32][CH2:31][CH2:30][CH2:29]1.